From a dataset of TCR-epitope binding with 47,182 pairs between 192 epitopes and 23,139 TCRs. Binary Classification. Given a T-cell receptor sequence (or CDR3 region) and an epitope sequence, predict whether binding occurs between them. (1) The epitope is TEILPVSMTK. The TCR CDR3 sequence is CASSPATSGPNTGELFF. Result: 0 (the TCR does not bind to the epitope). (2) The epitope is KRWIILGLNK. The TCR CDR3 sequence is CASRGIQADGYTF. Result: 1 (the TCR binds to the epitope). (3) The epitope is FVDGVPFVV. The TCR CDR3 sequence is CAAAQGPSYEQYF. Result: 1 (the TCR binds to the epitope). (4) The epitope is GLNKIVRMY. The TCR CDR3 sequence is CASSPQQTLGAFF. Result: 1 (the TCR binds to the epitope). (5) The epitope is LLLGIGILV. The TCR CDR3 sequence is CASSAGGMGYGYTF. Result: 1 (the TCR binds to the epitope). (6) The epitope is LLQTGIHVRVSQPSL. The TCR CDR3 sequence is CAISPGQDTDTQYF. Result: 1 (the TCR binds to the epitope). (7) The epitope is RLRAEAQVK. The TCR CDR3 sequence is CSSRGVNTDTQYF. Result: 0 (the TCR does not bind to the epitope).